From a dataset of CYP2D6 inhibition data for predicting drug metabolism from PubChem BioAssay. Regression/Classification. Given a drug SMILES string, predict its absorption, distribution, metabolism, or excretion properties. Task type varies by dataset: regression for continuous measurements (e.g., permeability, clearance, half-life) or binary classification for categorical outcomes (e.g., BBB penetration, CYP inhibition). Dataset: cyp2d6_veith. The molecule is COc1ncc2nc(-c3cc(F)cc(F)c3)c(=O)n(C)c2n1. The result is 0 (non-inhibitor).